Dataset: Forward reaction prediction with 1.9M reactions from USPTO patents (1976-2016). Task: Predict the product of the given reaction. Given the reactants Br[C:2]1[CH:3]=[N:4][C:5]([N:8]2[CH2:13][CH2:12][N:11]([C:14]([O:16][C:17]([CH3:20])([CH3:19])[CH3:18])=[O:15])[CH2:10][CH2:9]2)=[N:6][CH:7]=1.[F:21][C:22]1[CH:27]=[CH:26][C:25]([OH:28])=[CH:24][CH:23]=1.C([O-])([O-])=O.[Cs+].[Cs+], predict the reaction product. The product is: [F:21][C:22]1[CH:27]=[CH:26][C:25]([O:28][C:2]2[CH:3]=[N:4][C:5]([N:8]3[CH2:13][CH2:12][N:11]([C:14]([O:16][C:17]([CH3:20])([CH3:19])[CH3:18])=[O:15])[CH2:10][CH2:9]3)=[N:6][CH:7]=2)=[CH:24][CH:23]=1.